From a dataset of NCI-60 drug combinations with 297,098 pairs across 59 cell lines. Regression. Given two drug SMILES strings and cell line genomic features, predict the synergy score measuring deviation from expected non-interaction effect. (1) Drug 1: CCC1=CC2CC(C3=C(CN(C2)C1)C4=CC=CC=C4N3)(C5=C(C=C6C(=C5)C78CCN9C7C(C=CC9)(C(C(C8N6C)(C(=O)OC)O)OC(=O)C)CC)OC)C(=O)OC.C(C(C(=O)O)O)(C(=O)O)O. Drug 2: CC(C)NC(=O)C1=CC=C(C=C1)CNNC.Cl. Cell line: T-47D. Synergy scores: CSS=35.1, Synergy_ZIP=-4.72, Synergy_Bliss=3.67, Synergy_Loewe=-18.2, Synergy_HSA=2.66. (2) Drug 1: CNC(=O)C1=CC=CC=C1SC2=CC3=C(C=C2)C(=NN3)C=CC4=CC=CC=N4. Drug 2: C1=CC(=CC=C1CCCC(=O)O)N(CCCl)CCCl. Cell line: UACC-257. Synergy scores: CSS=-2.90, Synergy_ZIP=-3.28, Synergy_Bliss=-5.06, Synergy_Loewe=-6.36, Synergy_HSA=-5.94. (3) Drug 1: CCC(=C(C1=CC=CC=C1)C2=CC=C(C=C2)OCCN(C)C)C3=CC=CC=C3.C(C(=O)O)C(CC(=O)O)(C(=O)O)O. Drug 2: CC=C1C(=O)NC(C(=O)OC2CC(=O)NC(C(=O)NC(CSSCCC=C2)C(=O)N1)C(C)C)C(C)C. Cell line: MDA-MB-435. Synergy scores: CSS=49.5, Synergy_ZIP=2.01, Synergy_Bliss=-3.58, Synergy_Loewe=-54.5, Synergy_HSA=-5.82. (4) Drug 1: CC12CCC(CC1=CCC3C2CCC4(C3CC=C4C5=CN=CC=C5)C)O. Drug 2: CS(=O)(=O)OCCCCOS(=O)(=O)C. Cell line: SK-MEL-5. Synergy scores: CSS=-3.37, Synergy_ZIP=0.122, Synergy_Bliss=-1.37, Synergy_Loewe=-7.10, Synergy_HSA=-5.43.